Predict the product of the given reaction. From a dataset of Forward reaction prediction with 1.9M reactions from USPTO patents (1976-2016). (1) Given the reactants [Br:1][C:2]1[CH:3]=[C:4]([CH:9]=[C:10](I)[CH:11]=1)[C:5]([NH:7][CH3:8])=[O:6].[C:13]1(B(O)O)[CH:18]=[CH:17][CH:16]=[CH:15][CH:14]=1, predict the reaction product. The product is: [Br:1][C:2]1[CH:3]=[C:4]([C:5]([NH:7][CH3:8])=[O:6])[CH:9]=[C:10]([C:13]2[CH:18]=[CH:17][CH:16]=[CH:15][CH:14]=2)[CH:11]=1. (2) Given the reactants [O:1]=[C:2]1[N:6]=[C:5]2[C:7]3[CH:8]=[CH:9][CH:10]=[C:11]4[C:16]=3[C:15]([C:4]2=[C:3]1[C:17]#[N:18])=[CH:14][CH:13]=[CH:12]4.[NH2:19][C:20]1[CH:25]=[CH:24][C:23]([SH:26])=[CH:22][CH:21]=1, predict the reaction product. The product is: [NH2:19][C:20]1[CH:25]=[CH:24][C:23]([S:26][C:8]2[C:7]3[C:5]4[C:4]([C:15]5[C:16]=3[C:11]([CH:12]=[CH:13][CH:14]=5)=[CH:10][CH:9]=2)=[C:3]([C:17]#[N:18])[C:2](=[O:1])[N:6]=4)=[CH:22][CH:21]=1. (3) Given the reactants ClCCC1NC(C2C=C(C=CC=2C)C([N:15]2[CH2:20][CH2:19][CH:18](C3C=CC(C#N)=CC=3)CC2)=O)=C(C)N=1.O[CH2:34][CH2:35][C:36]1[NH:37][C:38]([C:41]2[CH:42]=[C:43]([CH:48]=[CH:49][C:50]=2[CH3:51])[C:44]([O:46][CH3:47])=[O:45])=[CH:39][N:40]=1.OCCC1NC(C2C=C(C=CC=2C)C(N2CCC(C3C=CC(C#N)=CC=3)CC2)=O)=C(C)N=1.N1CCC1, predict the reaction product. The product is: [N:15]1([CH2:34][CH2:35][C:36]2[NH:37][C:38]([C:41]3[CH:42]=[C:43]([CH:48]=[CH:49][C:50]=3[CH3:51])[C:44]([O:46][CH3:47])=[O:45])=[CH:39][N:40]=2)[CH2:18][CH2:19][CH2:20]1. (4) Given the reactants [Cl:1][C:2]1[CH:9]=[CH:8][C:5]([CH:6]=O)=[CH:4][CH:3]=1.Cl.[NH2:11][OH:12].[OH-].[Na+], predict the reaction product. The product is: [Cl:1][C:2]1[CH:9]=[CH:8][C:5](/[CH:6]=[N:11]\[OH:12])=[CH:4][CH:3]=1. (5) Given the reactants [Br:1][C:2]1[CH:7]=[CH:6][C:5]([CH:8]2[CH2:11][C:10](=[O:12])[C:9]2(Cl)Cl)=[C:4]([O:15][CH3:16])[CH:3]=1.[Cl-].[NH4+], predict the reaction product. The product is: [Br:1][C:2]1[CH:7]=[CH:6][C:5]([CH:8]2[CH2:9][C:10](=[O:12])[CH2:11]2)=[C:4]([O:15][CH3:16])[CH:3]=1. (6) Given the reactants [CH2:1]([NH2:4])[CH2:2][CH3:3].[Cl:5][C:6]1[N:7]=[C:8](Cl)[C:9]2[N:15]=[C:14]([Cl:16])[N:13]=[C:12](Cl)[C:10]=2[N:11]=1.C([O-])([O-])=O.[K+].[K+].[CH2:25]([NH2:28])[C:26]#[CH:27], predict the reaction product. The product is: [Cl:5][C:6]1[N:7]=[C:8]([NH:28][CH2:25][CH2:26][CH3:27])[C:9]2[N:15]=[C:14]([Cl:16])[N:13]=[C:12]([NH:4][CH2:1][C:2]#[CH:3])[C:10]=2[N:11]=1.